Task: Predict the reactants needed to synthesize the given product.. Dataset: Full USPTO retrosynthesis dataset with 1.9M reactions from patents (1976-2016) (1) Given the product [F:25][C:23]([F:24])([F:26])[C:20]1[N:19]=[CH:18][C:17]([NH:16][C:15]2[C:10]3[CH2:9][NH:8][CH2:28][CH2:27][C:11]=3[N:12]=[CH:13][N:14]=2)=[CH:22][CH:21]=1, predict the reactants needed to synthesize it. The reactants are: C([N:8]1[CH2:28][CH2:27][C:11]2[N:12]=[CH:13][N:14]=[C:15]([NH:16][C:17]3[CH:18]=[N:19][C:20]([C:23]([F:26])([F:25])[F:24])=[CH:21][CH:22]=3)[C:10]=2[CH2:9]1)C1C=CC=CC=1. (2) Given the product [CH3:1][O:2][C:3]1[CH:8]=[CH:7][C:6]([N:9]2[C:13]3[C:14](=[O:29])[N:15]([C:18]4[CH:23]=[CH:22][C:21]([C:24]5([N:27]([CH3:34])[CH2:28][C:42]([NH2:44])=[O:43])[CH2:26][CH2:25]5)=[CH:20][CH:19]=4)[CH2:16][CH2:17][C:12]=3[C:11]([C:30]([F:32])([F:33])[F:31])=[N:10]2)=[CH:5][CH:4]=1, predict the reactants needed to synthesize it. The reactants are: [CH3:1][O:2][C:3]1[CH:8]=[CH:7][C:6]([N:9]2[C:13]3[C:14](=[O:29])[N:15]([C:18]4[CH:23]=[CH:22][C:21]([C:24]5([NH:27][CH3:28])[CH2:26][CH2:25]5)=[CH:20][CH:19]=4)[CH2:16][CH2:17][C:12]=3[C:11]([C:30]([F:33])([F:32])[F:31])=[N:10]2)=[CH:5][CH:4]=1.[C:34]([O-])([O-])=O.[K+].[K+].ClC[C:42]([NH2:44])=[O:43].CCOC(C)=O. (3) Given the product [C:1]([O:5][C:6]([N:8]1[CH2:12][C:11](=[N:17][O:18][CH2:19][C:20]2[CH:25]=[CH:24][C:23]([O:26][CH3:27])=[CH:22][CH:21]=2)[CH2:10][C@H:9]1[C:14]([OH:16])=[O:15])=[O:7])([CH3:4])([CH3:3])[CH3:2], predict the reactants needed to synthesize it. The reactants are: [C:1]([O:5][C:6]([N:8]1[CH2:12][C:11](=O)[CH2:10][C@H:9]1[C:14]([OH:16])=[O:15])=[O:7])([CH3:4])([CH3:3])[CH3:2].[NH2:17][O:18][CH2:19][C:20]1[CH:25]=[CH:24][C:23]([O:26][CH3:27])=[CH:22][CH:21]=1. (4) Given the product [I:33][C:29]1[CH:28]=[C:27]([C:25]2[CH2:24][C:23](=[O:34])[NH:22][C:9]3[CH:10]=[C:11]([C:14]#[C:15][C:16]4[CH:21]=[CH:20][CH:19]=[CH:18][CH:17]=4)[CH:12]=[CH:13][C:8]=3[N:7]=2)[CH:32]=[CH:31][CH:30]=1, predict the reactants needed to synthesize it. The reactants are: C(OC(=O)[NH:7][C:8]1[CH:13]=[CH:12][C:11]([C:14]#[C:15][C:16]2[CH:21]=[CH:20][CH:19]=[CH:18][CH:17]=2)=[CH:10][C:9]=1[NH:22][C:23](=[O:34])[CH2:24][C:25]([C:27]1[CH:32]=[CH:31][CH:30]=[C:29]([I:33])[CH:28]=1)=O)(C)(C)C.C(O)(C(F)(F)F)=O. (5) Given the product [C:40]([N:36]1[CH2:35][C@@H:34]2[CH2:39][C@H:37]1[CH2:38][N:33]2[CH2:32][C:29]1[CH:30]=[N:31][C:26]([C:24]2[NH:25][C:21]([CH:13]([C:10]3[CH:9]=[CH:8][C:7]([S:4]([CH:1]4[CH2:2][CH2:3]4)(=[O:5])=[O:6])=[CH:12][CH:11]=3)[CH2:14][CH:15]3[CH2:20][CH2:19][O:18][CH2:17][CH2:16]3)=[CH:22][CH:23]=2)=[CH:27][CH:28]=1)(=[O:42])[CH3:41], predict the reactants needed to synthesize it. The reactants are: [CH:1]1([S:4]([C:7]2[CH:12]=[CH:11][C:10]([CH:13]([C:21]3[NH:25][C:24]([C:26]4[N:31]=[CH:30][C:29]([CH2:32][N:33]5[CH2:38][C@@H:37]6[CH2:39][C@H:34]5[CH2:35][NH:36]6)=[CH:28][CH:27]=4)=[CH:23][CH:22]=3)[CH2:14][CH:15]3[CH2:20][CH2:19][O:18][CH2:17][CH2:16]3)=[CH:9][CH:8]=2)(=[O:6])=[O:5])[CH2:3][CH2:2]1.[C:40](Cl)(=[O:42])[CH3:41].C(N(CC)CC)C. (6) Given the product [C:17]([O:20][CH2:21][CH2:22][O:23][CH2:24][CH2:25][O:26][C:27]1[CH:32]=[CH:31][CH:30]=[C:29]([C:33]([CH2:34][CH2:35][CH3:36])=[C:8]([C:10]2[CH:15]=[CH:14][C:13]([OH:16])=[CH:12][CH:11]=2)[C:5]2[CH:6]=[CH:7][C:2]([OH:1])=[CH:3][CH:4]=2)[CH:28]=1)(=[O:19])[CH3:18], predict the reactants needed to synthesize it. The reactants are: [OH:1][C:2]1[CH:7]=[CH:6][C:5]([C:8]([C:10]2[CH:15]=[CH:14][C:13]([OH:16])=[CH:12][CH:11]=2)=O)=[CH:4][CH:3]=1.[C:17]([O:20][CH2:21][CH2:22][O:23][CH2:24][CH2:25][O:26][C:27]1[CH:32]=[CH:31][CH:30]=[C:29]([C:33](=O)[CH2:34][CH2:35][CH3:36])[CH:28]=1)(=[O:19])[CH3:18].